This data is from Tox21: 12 toxicity assays (nuclear receptors and stress response pathways). The task is: Binary classification across 12 toxicity assays. (1) It tested positive (active) for: NR-AhR (Aryl hydrocarbon Receptor agonist activity), and SR-ARE (Antioxidant Response Element (oxidative stress)). The drug is O=C1C(Cl)C(CCl)CN1c1cccc(C(F)(F)F)c1. (2) The compound is O=C1CCCCCCCCCCCCCC1. It tested positive (active) for: SR-MMP (Mitochondrial Membrane Potential disruption). (3) It tested positive (active) for: NR-Aromatase (Aromatase enzyme inhibition), SR-ARE (Antioxidant Response Element (oxidative stress)), and SR-MMP (Mitochondrial Membrane Potential disruption). The molecule is CSC1=N[C@@](C)(c2ccccc2)C(=O)N1Nc1ccccc1. (4) The drug is Nc1nc(N)nc(-c2ccccc2)n1. It tested positive (active) for: NR-AhR (Aryl hydrocarbon Receptor agonist activity), and NR-ER (Estrogen Receptor agonist activity). (5) The drug is C=C1/C(=C\C=C2/CCC[C@]3(C)[C@@H]([C@H](C)OCCC(C)(C)O)CC[C@@H]23)C[C@@H](O)C[C@@H]1O. It tested positive (active) for: SR-p53 (p53 tumor suppressor activation). (6) The drug is CNC(=O)c1ccccc1. It tested positive (active) for: SR-ARE (Antioxidant Response Element (oxidative stress)). (7) It tested positive (active) for: SR-ARE (Antioxidant Response Element (oxidative stress)). The drug is C=CC=O.